Dataset: Catalyst prediction with 721,799 reactions and 888 catalyst types from USPTO. Task: Predict which catalyst facilitates the given reaction. (1) Reactant: C(N(C(C)C)C(C)C)C.[NH2:10][C@@H:11]1[CH2:15][CH2:14][N:13]([C:16]2[C:25]3[C:20](=[CH:21][C:22]([CH3:26])=[CH:23][CH:24]=3)[N:19]=[C:18]([C:27]3[C:32]([F:33])=[CH:31][CH:30]=[CH:29][C:28]=3[OH:34])[N:17]=2)[CH2:12]1.Cl[C:36]([O:38][C@H:39]1[CH2:43][CH2:42][O:41][CH2:40]1)=[O:37]. Product: [F:33][C:32]1[CH:31]=[CH:30][CH:29]=[C:28]([OH:34])[C:27]=1[C:18]1[N:17]=[C:16]([N:13]2[CH2:14][CH2:15][C@@H:11]([NH:10][C:36](=[O:37])[O:38][C@H:39]3[CH2:43][CH2:42][O:41][CH2:40]3)[CH2:12]2)[C:25]2[C:20](=[CH:21][C:22]([CH3:26])=[CH:23][CH:24]=2)[N:19]=1. The catalyst class is: 1. (2) Reactant: C(O[C:6]1[C:11](C[C:11]2[CH:10]=[C:9](C)[CH:8]=[C:7]([C:26](C)(C)[CH3:27])[C:6]=2O)=[CH:10][C:9](C)=[CH:8][C:7]=1[C:26](C)(C)[CH3:27])(=O)C=C.[CH2:30]=[CH:31][C:32]1[CH:37]=[CH:36][CH:35]=[CH:34][CH:33]=1.C=CC(=C)C. Product: [CH2:27]=[CH:26][C:7]1[CH:8]=[CH:9][CH:10]=[CH:11][CH:6]=1.[CH2:30]=[CH:31][C:32](=[CH2:33])[CH3:37].[CH2:30]=[CH:31][C:32]1[CH:37]=[CH:36][CH:35]=[CH:34][CH:33]=1. The catalyst class is: 5. (3) Reactant: [CH2:1]([N:8]1[C:17]2[C:12](=[CH:13][CH:14]=[CH:15][CH:16]=2)[CH2:11][NH:10][C:9]1=[O:18])[C:2]1[CH:7]=[CH:6][CH:5]=[CH:4][CH:3]=1.[H-].[Na+].[F:21][C:22]1[CH:23]=[CH:24][C:25]2[N:26]([CH2:36][CH:37]3[CH2:39][O:38]3)[C:27]3[C:32]([C:33]=2[CH:34]=1)=[CH:31][C:30]([F:35])=[CH:29][CH:28]=3.[Cl-].[NH4+]. Product: [CH2:1]([N:8]1[C:17]2[C:12](=[CH:13][CH:14]=[CH:15][CH:16]=2)[CH2:11][N:10]([CH2:39][CH:37]([OH:38])[CH2:36][N:26]2[C:27]3[CH:28]=[CH:29][C:30]([F:35])=[CH:31][C:32]=3[C:33]3[C:25]2=[CH:24][CH:23]=[C:22]([F:21])[CH:34]=3)[C:9]1=[O:18])[C:2]1[CH:3]=[CH:4][CH:5]=[CH:6][CH:7]=1. The catalyst class is: 9.